Predict the reaction yield, written as a fraction of the theoretical maximum amount of product (1.0 means a 100% yield; for example, 0.34 means a 34% yield). From a dataset of Reaction yield outcomes from USPTO patents with 853,638 reactions. The reactants are [OH:1][CH2:2][C:3]1[N:8]=[C:7]([NH:9][C:10](=[O:16])[O:11][C:12]([CH3:15])([CH3:14])[CH3:13])[CH:6]=[CH:5][CH:4]=1.CCN(C(C)C)C(C)C.[CH3:26][S:27](Cl)(=[O:29])=[O:28]. The catalyst is C(#N)C. The product is [CH3:26][S:27]([O:1][CH2:2][C:3]1[CH:4]=[CH:5][CH:6]=[C:7]([NH:9][C:10]([O:11][C:12]([CH3:13])([CH3:15])[CH3:14])=[O:16])[N:8]=1)(=[O:29])=[O:28]. The yield is 1.00.